This data is from Full USPTO retrosynthesis dataset with 1.9M reactions from patents (1976-2016). The task is: Predict the reactants needed to synthesize the given product. (1) Given the product [NH2:19][C@@H:20]([C@H:21]([OH:22])[CH3:23])[C:24]([NH:46][CH2:34][CH2:35][CH2:36][CH2:37][CH2:38][CH2:39][CH2:40][CH2:41][CH2:42][CH2:43][CH2:44][CH3:45])=[O:26], predict the reactants needed to synthesize it. The reactants are: O.ON1C2C=CC=CC=2N=N1.C([NH:19][C@H:20]([C:24]([OH:26])=O)[C@@H:21]([CH3:23])[OH:22])(OC(C)(C)C)=O.CN1CCOCC1.[CH2:34]([NH2:46])[CH2:35][CH2:36][CH2:37][CH2:38][CH2:39][CH2:40][CH2:41][CH2:42][CH2:43][CH2:44][CH3:45]. (2) Given the product [CH3:16][O:15][CH:3]([O:2][CH3:1])[CH2:4][C:5]1[CH:14]=[CH:13][C:8]([CH2:9][OH:10])=[CH:7][CH:6]=1, predict the reactants needed to synthesize it. The reactants are: [CH3:1][O:2][CH:3]([O:15][CH3:16])[CH2:4][C:5]1[CH:14]=[CH:13][C:8]([C:9](OC)=[O:10])=[CH:7][CH:6]=1.[H-].[Al+3].[Li+].[H-].[H-].[H-].O.[OH-].[Na+]. (3) The reactants are: [CH2:1]([C@@H:3]1[C@@H:7]([OH:8])[CH2:6][N:5]([C:9]([O:11][CH2:12][C:13]2[CH:18]=[CH:17][CH:16]=[CH:15][CH:14]=2)=[O:10])[CH2:4]1)[CH3:2].[CH3:19][C:20]1[CH:25]=[CH:24][C:23]([S:26](Cl)(=[O:28])=[O:27])=[CH:22][CH:21]=1.C(N(CC)CC)C. Given the product [CH2:1]([C@@H:3]1[C@@H:7]([O:8][S:26]([C:23]2[CH:24]=[CH:25][C:20]([CH3:19])=[CH:21][CH:22]=2)(=[O:28])=[O:27])[CH2:6][N:5]([C:9]([O:11][CH2:12][C:13]2[CH:18]=[CH:17][CH:16]=[CH:15][CH:14]=2)=[O:10])[CH2:4]1)[CH3:2], predict the reactants needed to synthesize it. (4) Given the product [CH:9]1([N:8]([CH2:7][CH2:6][C:5]2[CH:14]=[CH:15][CH:16]=[C:3]([O:2][CH3:1])[CH:4]=2)[C:25](=[O:26])[O:27][CH3:28])[CH2:13][CH2:12][CH2:11][CH2:10]1, predict the reactants needed to synthesize it. The reactants are: [CH3:1][O:2][C:3]1[CH:4]=[C:5]([CH:14]=[CH:15][CH:16]=1)[CH2:6][CH2:7][NH:8][CH:9]1[CH2:13][CH2:12][CH2:11][CH2:10]1.C(N(CC)CC)C.Cl[C:25]([O:27][CH3:28])=[O:26]. (5) Given the product [NH2:3][CH2:12][CH2:13][CH2:14][C:15]1[CH:16]=[CH:17][C:18]([C:19]#[N:20])=[CH:21][CH:22]=1, predict the reactants needed to synthesize it. The reactants are: O=C1C2C(=CC=CC=2)C(=O)[N:3]1[CH2:12][CH2:13][CH2:14][C:15]1[CH:22]=[CH:21][C:18]([C:19]#[N:20])=[CH:17][CH:16]=1.FC(F)(F)C(C1C=CC(CCCN2C(=O)C3C(=CC=CC=3)C2=O)=CC=1)O. (6) Given the product [CH2:1]([N:8]([CH3:26])[C:9]1[CH:10]=[C:11]([NH:19][CH:20]2[CH2:25][CH2:24][N:23]([C:36](=[O:38])[CH3:37])[CH2:22][CH2:21]2)[C:12]2[N:13]([C:15]([CH3:18])=[N:16][N:17]=2)[N:14]=1)[C:2]1[CH:7]=[CH:6][CH:5]=[CH:4][CH:3]=1, predict the reactants needed to synthesize it. The reactants are: [CH2:1]([N:8]([CH3:26])[C:9]1[CH:10]=[C:11]([NH:19][CH:20]2[CH2:25][CH2:24][NH:23][CH2:22][CH2:21]2)[C:12]2[N:13]([C:15]([CH3:18])=[N:16][N:17]=2)[N:14]=1)[C:2]1[CH:7]=[CH:6][CH:5]=[CH:4][CH:3]=1.CCN(C(C)C)C(C)C.[C:36](Cl)(=[O:38])[CH3:37].